Dataset: Forward reaction prediction with 1.9M reactions from USPTO patents (1976-2016). Task: Predict the product of the given reaction. (1) Given the reactants Br[C:2]1[CH:3]=[C:4]([NH:8][C:9]2[S:10][C:11]([CH3:14])=[N:12][N:13]=2)[CH:5]=[CH:6][CH:7]=1.[B:15]1([B:15]2[O:19][C:18]([CH3:21])([CH3:20])[C:17]([CH3:23])([CH3:22])[O:16]2)[O:19][C:18]([CH3:21])([CH3:20])[C:17]([CH3:23])([CH3:22])[O:16]1.CC([O-])=O.[K+], predict the reaction product. The product is: [CH3:14][C:11]1[S:10][C:9]([NH:8][C:4]2[CH:3]=[C:2]([B:15]3[O:19][C:18]([CH3:21])([CH3:20])[C:17]([CH3:23])([CH3:22])[O:16]3)[CH:7]=[CH:6][CH:5]=2)=[N:13][N:12]=1. (2) Given the reactants C([O:3][C:4]([C@@H:6]1[CH2:8][C@H:7]1[C:9]1[C:14]([C:15]#[N:16])=[C:13]([OH:17])[N:12]=[C:11]([S:18][CH2:19][C:20]2[CH:25]=[CH:24][CH:23]=[C:22]([F:26])[C:21]=2[F:27])[N:10]=1)=[O:5])C.[OH-].[Na+].Cl, predict the reaction product. The product is: [C:15]([C:14]1[C:9]([C@@H:7]2[CH2:8][C@H:6]2[C:4]([OH:5])=[O:3])=[N:10][C:11]([S:18][CH2:19][C:20]2[CH:25]=[CH:24][CH:23]=[C:22]([F:26])[C:21]=2[F:27])=[N:12][C:13]=1[OH:17])#[N:16]. (3) Given the reactants [C:1]([OH:9])(=O)[C:2]1[CH:7]=[CH:6][CH:5]=[CH:4][CH:3]=1.CN(C(ON1N=NC2C=CC=CC1=2)=[N+](C)C)C.[B-](F)(F)(F)F.C1C=CC2N(O)N=NC=2C=1.CCN(C(C)C)C(C)C.O[NH:52][C:53]([C:55]1[CH:86]=[CH:85][C:58]([CH2:59][N:60]([CH:74]2[CH2:79][CH2:78][N:77]([CH2:80][CH2:81][CH:82]([CH3:84])[CH3:83])[CH2:76][CH2:75]2)[C:61](=[O:73])[C:62]2[CH:67]=[CH:66][C:65]([CH2:68][CH2:69][CH2:70][CH2:71][CH3:72])=[CH:64][CH:63]=2)=[CH:57][CH:56]=1)=[NH:54], predict the reaction product. The product is: [CH3:84][CH:82]([CH3:83])[CH2:81][CH2:80][N:77]1[CH2:76][CH2:75][CH:74]([N:60]([CH2:59][C:58]2[CH:85]=[CH:86][C:55]([C:53]3[N:54]=[C:1]([C:2]4[CH:3]=[CH:4][CH:5]=[CH:6][CH:7]=4)[O:9][N:52]=3)=[CH:56][CH:57]=2)[C:61](=[O:73])[C:62]2[CH:67]=[CH:66][C:65]([CH2:68][CH2:69][CH2:70][CH2:71][CH3:72])=[CH:64][CH:63]=2)[CH2:79][CH2:78]1. (4) Given the reactants F[C:2]1[C:14]2[NH:13][C:12]3[CH:11]([O:15]S(C4C=CC=CC=4)(=O)=O)[CH2:10][CH2:9][CH2:8][C:7]=3[C:6]=2[C:5]([C:25]([OH:27])=[O:26])=[CH:4][CH:3]=1.CCN(CC)CC.C(O)=O.C(Cl)Cl, predict the reaction product. The product is: [O:15]=[C:11]1[C:12]2[NH:13][C:14]3[CH:2]=[CH:3][CH:4]=[C:5]([C:25]([OH:27])=[O:26])[C:6]=3[C:7]=2[CH2:8][CH2:9][CH2:10]1. (5) Given the reactants C[O:2][C:3]([CH:5]([O:10][C:11]1[CH:20]=[CH:19][CH:18]=[CH:17][C:12]=1[C:13]([O:15]C)=[O:14])[CH2:6][CH2:7][CH2:8][CH3:9])=[O:4].[OH-].[Na+], predict the reaction product. The product is: [C:3]([CH:5]([O:10][C:11]1[CH:20]=[CH:19][CH:18]=[CH:17][C:12]=1[C:13]([OH:15])=[O:14])[CH2:6][CH2:7][CH2:8][CH3:9])([OH:4])=[O:2]. (6) Given the reactants [C:1]([C:4]1[CH:9]=[CH:8][C:7]([C:10]2[S:14][C:13]([NH:15]C(=O)C)=[N:12][C:11]=2[CH3:19])=[CH:6][C:5]=1[F:20])(=[O:3])[CH3:2].Cl, predict the reaction product. The product is: [NH2:15][C:13]1[S:14][C:10]([C:7]2[CH:8]=[CH:9][C:4]([C:1](=[O:3])[CH3:2])=[C:5]([F:20])[CH:6]=2)=[C:11]([CH3:19])[N:12]=1. (7) The product is: [OH:33][C@H:26]([C:27]1[CH:28]=[CH:29][CH:30]=[CH:31][CH:32]=1)[C@H:25]1[CH2:24][CH2:23][C@@H:22]([CH2:34][C:35]2[CH:40]=[N:39][C:38]([C:41]([N:11]3[CH2:12][CH2:13][N:8]([CH2:7][C:2]4[CH:3]=[CH:4][CH:5]=[CH:6][N:1]=4)[CH2:9][CH2:10]3)=[O:43])=[CH:37][CH:36]=2)[N:21]1[C:19]([O:18][C:14]([CH3:16])([CH3:17])[CH3:15])=[O:20]. Given the reactants [N:1]1[CH:6]=[CH:5][CH:4]=[CH:3][C:2]=1[CH2:7][N:8]1[CH2:13][CH2:12][NH:11][CH2:10][CH2:9]1.[C:14]([O:18][C:19]([N:21]1[C@@H:25]([C@H:26]([OH:33])[C:27]2[CH:32]=[CH:31][CH:30]=[CH:29][CH:28]=2)[CH2:24][CH2:23][C@H:22]1[CH2:34][C:35]1[CH:36]=[CH:37][C:38]([C:41]([OH:43])=O)=[N:39][CH:40]=1)=[O:20])([CH3:17])([CH3:16])[CH3:15].C(N(CC)C(C)C)(C)C.CN(C(ON1N=NC2C=CC=NC1=2)=[N+](C)C)C.F[P-](F)(F)(F)(F)F, predict the reaction product. (8) Given the reactants [NH2:1][C:2]1[CH:22]=[CH:21][C:5]([O:6][C:7]2[CH:12]=[CH:11][N:10]=[C:9]([NH2:13])[C:8]=2[N:14]([CH3:20])[C:15](=O)[O:16]CC)=[CH:4][C:3]=1[F:23].CC[O-].[Na+].[Na], predict the reaction product. The product is: [NH2:1][C:2]1[CH:22]=[CH:21][C:5]([O:6][C:7]2[CH:12]=[CH:11][N:10]=[C:9]3[NH:13][C:15](=[O:16])[N:14]([CH3:20])[C:8]=23)=[CH:4][C:3]=1[F:23].